From a dataset of Forward reaction prediction with 1.9M reactions from USPTO patents (1976-2016). Predict the product of the given reaction. (1) The product is: [N:32]1[CH:33]=[CH:34][CH:35]=[CH:36][C:31]=1[CH2:30][O:29][C:26]1[CH:25]=[CH:24][C:23]([C:16]2([C:13]3[CH:12]=[CH:11][C:10]([N:9]4[CH:3]=[N:5][NH:6][C:7]4=[O:8])=[CH:15][CH:14]=3)[CH2:21][CH:20]3[CH2:22][CH:17]2[CH2:18][CH2:19]3)=[CH:28][CH:27]=1. Given the reactants [OH-].[Na+].[CH:3]([NH:5][NH:6][C:7]([NH:9][C:10]1[CH:15]=[CH:14][C:13]([C:16]2([C:23]3[CH:28]=[CH:27][C:26]([O:29][CH2:30][C:31]4[CH:36]=[CH:35][CH:34]=[CH:33][N:32]=4)=[CH:25][CH:24]=3)[CH2:21][CH:20]3[CH2:22][CH:17]2[CH2:18][CH2:19]3)=[CH:12][CH:11]=1)=[O:8])=O, predict the reaction product. (2) Given the reactants C([O:8][C:9]1[CH:21]=[CH:20][C:12]([O:13][C@@H:14]2[CH2:18][CH2:17][NH:16][C:15]2=[O:19])=[CH:11][CH:10]=1)C1C=CC=CC=1, predict the reaction product. The product is: [OH:8][C:9]1[CH:21]=[CH:20][C:12]([O:13][C@@H:14]2[CH2:18][CH2:17][NH:16][C:15]2=[O:19])=[CH:11][CH:10]=1. (3) Given the reactants [Cl:1][C:2]1[C:7]([N+:8]([O-])=O)=[C:6]([NH:11][C:12](OCC)=[O:13])[N:5]=[C:4]([NH:17][C:18]([O:20][CH2:21][CH3:22])=[O:19])[CH:3]=1, predict the reaction product. The product is: [CH2:21]([O:20][C:18](=[O:19])[NH:17][C:4]1[N:5]=[C:6]2[NH:11][C:12](=[O:13])[NH:8][C:7]2=[C:2]([Cl:1])[CH:3]=1)[CH3:22]. (4) Given the reactants [F:1][C:2]1[CH:3]=[C:4]([CH:6]=[CH:7][CH:8]=1)[NH2:5].[Cl:9][CH2:10][CH2:11][N:12]=[C:13]=[O:14].[N-]=C=O, predict the reaction product. The product is: [Cl:9][CH2:10][CH2:11][NH:12][C:13]([NH:5][C:4]1[CH:6]=[CH:7][CH:8]=[C:2]([F:1])[CH:3]=1)=[O:14]. (5) Given the reactants Cl.[F:2][C:3]1[CH:8]=[C:7]([C:9]2[CH:18]=[CH:17][C:12]3[N:13]([CH3:16])[CH:14]=[N:15][C:11]=3[CH:10]=2)[CH:6]=[CH:5][C:4]=1[C:19]([N:21]1[CH2:26][CH2:25][NH:24][C@@H:23]([CH3:27])[CH2:22]1)=[O:20].[OH:28][C:29]1([C:32](O)=[O:33])[CH2:31][CH2:30]1.CN(C(ON1N=NC2C=CC=CC1=2)=[N+](C)C)C.F[P-](F)(F)(F)(F)F.CCN(C(C)C)C(C)C, predict the reaction product. The product is: [F:2][C:3]1[CH:8]=[C:7]([C:9]2[CH:18]=[CH:17][C:12]3[N:13]([CH3:16])[CH:14]=[N:15][C:11]=3[CH:10]=2)[CH:6]=[CH:5][C:4]=1[C:19]([N:21]1[CH2:26][CH2:25][N:24]([C:32]([C:29]2([OH:28])[CH2:31][CH2:30]2)=[O:33])[C@@H:23]([CH3:27])[CH2:22]1)=[O:20]. (6) Given the reactants [Cl:1][C:2]1[CH:37]=[CH:36][C:5]([O:6][C:7]2[CH:12]=[CH:11][C:10]([N:13]3[C@@H:17]([C:18]4[CH:23]=[C:22]([F:24])[CH:21]=[C:20]([F:25])[CH:19]=4)[C@H:16]([CH2:26][O:27]CC4C=CC=CC=4)[O:15][C:14]3=[O:35])=[CH:9][CH:8]=2)=[CH:4][CH:3]=1.[H][H], predict the reaction product. The product is: [Cl:1][C:2]1[CH:37]=[CH:36][C:5]([O:6][C:7]2[CH:8]=[CH:9][C:10]([N:13]3[C@@H:17]([C:18]4[CH:23]=[C:22]([F:24])[CH:21]=[C:20]([F:25])[CH:19]=4)[C@H:16]([CH2:26][OH:27])[O:15][C:14]3=[O:35])=[CH:11][CH:12]=2)=[CH:4][CH:3]=1. (7) Given the reactants [NH2:1][C:2]1[C:11]2[N:12]=[C:13]([CH2:38][CH2:39][O:40][CH3:41])[N:14]([CH2:15][CH2:16][CH2:17][N:18]([CH2:25][C:26]3[C:27]([F:37])=[C:28]([CH:34]=[CH:35][CH:36]=3)[O:29][CH2:30][C:31]([OH:33])=[O:32])[C:19](=[O:24])[CH2:20][N:21]([CH3:23])[CH3:22])[C:10]=2[C:9]2[CH:8]=[CH:7][CH:6]=[CH:5][C:4]=2[N:3]=1.[CH:42](O)([CH3:44])[CH3:43], predict the reaction product. The product is: [NH2:1][C:2]1[C:11]2[N:12]=[C:13]([CH2:38][CH2:39][O:40][CH3:41])[N:14]([CH2:15][CH2:16][CH2:17][N:18]([CH2:25][C:26]3[C:27]([F:37])=[C:28]([CH:34]=[CH:35][CH:36]=3)[O:29][CH2:30][C:31]([O:33][CH:42]([CH3:44])[CH3:43])=[O:32])[C:19](=[O:24])[CH2:20][N:21]([CH3:22])[CH3:23])[C:10]=2[C:9]2[CH:8]=[CH:7][CH:6]=[CH:5][C:4]=2[N:3]=1. (8) The product is: [CH3:1][O:2][CH2:3][C:4]([NH:6][C:7]1[CH:12]=[C:11]([O:13][C:14]2[CH:19]=[CH:18][C:17]([N+:20]([O-:22])=[O:21])=[C:16]([S:23]([CH3:24])(=[O:33])=[O:31])[CH:15]=2)[CH:10]=[CH:9][N:8]=1)=[O:5]. Given the reactants [CH3:1][O:2][CH2:3][C:4]([NH:6][C:7]1[CH:12]=[C:11]([O:13][C:14]2[CH:19]=[CH:18][C:17]([N+:20]([O-:22])=[O:21])=[C:16]([S:23][CH3:24])[CH:15]=2)[CH:10]=[CH:9][N:8]=1)=[O:5].OOS([O-])=O.[K+].[OH2:31].C[OH:33], predict the reaction product. (9) The product is: [Cl:1][C:2]1[S:27][C:5]2[N:6]=[CH:7][N:8]=[C:9]([NH:10][CH:11]3[CH2:16][CH2:15][N:14]([CH2:17][C:18]4[CH:19]=[C:20]([CH:24]=[CH:25][CH:26]=4)[C:21]([N:30]([CH3:31])[CH3:29])=[O:22])[CH2:13][CH2:12]3)[C:4]=2[CH:3]=1. Given the reactants [Cl:1][C:2]1[S:27][C:5]2[N:6]=[CH:7][N:8]=[C:9]([NH:10][CH:11]3[CH2:16][CH2:15][N:14]([CH2:17][C:18]4[CH:19]=[C:20]([CH:24]=[CH:25][CH:26]=4)[C:21](O)=[O:22])[CH2:13][CH2:12]3)[C:4]=2[CH:3]=1.Cl.[CH3:29][NH:30][CH3:31].CCN(C(C)C)C(C)C, predict the reaction product. (10) Given the reactants [C:1]([C:4]1[C:9]([C:10]2[CH:15]=[CH:14][CH:13]=[CH:12][CH:11]=2)=[N:8][N:7]([CH2:16][CH3:17])[C:6](=[O:18])[C:5]=1[N+:19]([O-])=O)(=[O:3])[CH3:2].N[C:23]1[CH:32]=[CH:31][C:30]([OH:33])=[C:29]2[C:24]=1[CH:25]=[CH:26][CH:27]=[N:28]2, predict the reaction product. The product is: [C:1]([C:4]1[C:9]([C:10]2[CH:15]=[CH:14][CH:13]=[CH:12][CH:11]=2)=[N:8][N:7]([CH2:16][CH3:17])[C:6](=[O:18])[C:5]=1[NH:19][C:23]1[CH:32]=[CH:31][C:30]([OH:33])=[C:29]2[C:24]=1[CH:25]=[CH:26][CH:27]=[N:28]2)(=[O:3])[CH3:2].